This data is from Full USPTO retrosynthesis dataset with 1.9M reactions from patents (1976-2016). The task is: Predict the reactants needed to synthesize the given product. (1) Given the product [CH3:29][C:30]1[N:31]=[CH:32][C:33]([CH:53]2[CH2:54][N:18]([C:17]3[N:20]=[CH:19][C:14]4[CH:13]=[C:12]([CH2:11][N:8]5[CH2:7][CH2:6][N:5]([S:2]([CH3:1])(=[O:4])=[O:3])[CH2:10][CH2:9]5)[S:28][C:15]=4[N:16]=3)[CH2:50][CH2:49][O:52]2)=[CH:34][N:35]=1, predict the reactants needed to synthesize it. The reactants are: [CH3:1][S:2]([N:5]1[CH2:10][CH2:9][N:8]([CH2:11][C:12]2[S:28][C:15]3[N:16]=[C:17](SC)[N:18]=[C:19]([N:20]4CCOCC4)[C:14]=3[CH:13]=2)[CH2:7][CH2:6]1)(=[O:4])=[O:3].[CH3:29][C:30]1[N:35]=[CH:34][C:33]([Sn](CCCC)(CCCC)CCCC)=[CH:32][N:31]=1.[C:49]([O:52][CH2:53][CH3:54])(=O)[CH3:50]. (2) Given the product [C:11]([C:13]1[CH:18]=[CH:17][C:16]([CH2:19][C:20]([OH:21])=[O:3])=[CH:15][CH:14]=1)#[N:12].[O:23]1[CH2:28][CH2:27][CH:26]([CH2:29][CH2:30][N:31]2[CH2:36][CH2:35][CH:34]([NH:37][CH2:38][C:39]3[CH:44]=[CH:43][C:42]([F:45])=[CH:41][CH:40]=3)[CH2:33][CH2:32]2)[O:25][CH2:24]1, predict the reactants needed to synthesize it. The reactants are: C(Cl)(=[O:3])C.C(Cl)(=O)C(Cl)=O.[C:11]([C:13]1[CH:18]=[CH:17][C:16]([CH2:19][C:20](Cl)=[O:21])=[CH:15][CH:14]=1)#[N:12].[O:23]1[CH2:28][CH2:27][CH:26]([CH2:29][CH2:30][N:31]2[CH2:36][CH2:35][CH:34]([NH:37][CH2:38][C:39]3[CH:44]=[CH:43][C:42]([F:45])=[CH:41][CH:40]=3)[CH2:33][CH2:32]2)[O:25][CH2:24]1. (3) Given the product [C:33]([N:5]1[C:6]2[C:7](=[O:26])[NH:8][CH:9]=[CH:10][C:11]=2[C@H:12]([NH:15][C:16](=[O:25])[O:17][CH2:18][C:19]2[CH:24]=[CH:23][CH:22]=[CH:21][CH:20]=2)[C@@H:13]([CH3:14])[C@@H:4]1[CH:1]1[CH2:3][CH2:2]1)(=[O:35])[CH3:34], predict the reactants needed to synthesize it. The reactants are: [CH:1]1([C@H:4]2[C@H:13]([CH3:14])[C@@H:12]([NH:15][C:16](=[O:25])[O:17][CH2:18][C:19]3[CH:24]=[CH:23][CH:22]=[CH:21][CH:20]=3)[C:11]3[CH:10]=[CH:9][NH:8][C:7](=[O:26])[C:6]=3[NH:5]2)[CH2:3][CH2:2]1.N1C=CC=CC=1.[C:33](Cl)(=[O:35])[CH3:34].C(=O)([O-])[O-].[K+].[K+]. (4) Given the product [CH3:13][C@H:12]1[C:7]2[C:6]([OH:14])=[N:5][CH:4]=[N:9][C:8]=2[CH2:10][CH2:11]1, predict the reactants needed to synthesize it. The reactants are: [NH4+].[OH-].S[C:4]1[N:5]=[C:6]([OH:14])[C:7]2[C@H:12]([CH3:13])[CH2:11][CH2:10][C:8]=2[N:9]=1.